Dataset: Forward reaction prediction with 1.9M reactions from USPTO patents (1976-2016). Task: Predict the product of the given reaction. (1) Given the reactants Cl/[C:2](/[C:5]([O:7][CH2:8][CH3:9])=[O:6])=[CH:3]/[O-].[K+].Cl.[Cl:12][C:13]1[CH:18]=[CH:17][N:16]=[C:15]([NH2:19])[CH:14]=1.[OH-].[Na+], predict the reaction product. The product is: [Cl:12][C:13]1[CH:18]=[CH:17][N:16]2[C:2]([C:5]([O:7][CH2:8][CH3:9])=[O:6])=[CH:3][N:19]=[C:15]2[CH:14]=1. (2) Given the reactants [C@@H:1]12C(=O)[O:9][C:7](=[O:8])[C@@H:2]1[CH2:3][CH2:4][CH2:5][CH2:6]2, predict the reaction product. The product is: [CH:2]1([C:7]([OH:9])=[O:8])[CH2:3][CH2:4][CH2:5][CH2:6][CH2:1]1. (3) Given the reactants [CH2:1]([O:3][CH2:4][N:5]1[CH:9]=[CH:8][N:7]=[C:6]1[Sn](CCCC)(CCCC)CCCC)[CH3:2].Br[C:24]1[S:25][CH:26]=[CH:27][N:28]=1.FC1C=C(C2N(CC3NC4C=NC=CC=4N3CC)C=CN=2)C=CC=1.C([O-])(O)=O.[Na+], predict the reaction product. The product is: [CH2:1]([O:3][CH2:4][N:5]1[CH:9]=[CH:8][N:7]=[C:6]1[C:24]1[S:25][CH:26]=[CH:27][N:28]=1)[CH3:2]. (4) Given the reactants [CH3:1][O:2][C:3]1[CH:11]=[CH:10][C:9]([N+:12]([O-:14])=[O:13])=[CH:8][C:4]=1[C:5]([OH:7])=O.CN(C(ON1N=NC2C=CC=NC1=2)=[N+](C)C)C.F[P-](F)(F)(F)(F)F.[Br:39][C:40]1[CH:46]=[CH:45][C:43]([NH2:44])=[CH:42][CH:41]=1, predict the reaction product. The product is: [Br:39][C:40]1[CH:46]=[CH:45][C:43]([NH:44][C:5](=[O:7])[C:4]2[CH:8]=[C:9]([N+:12]([O-:14])=[O:13])[CH:10]=[CH:11][C:3]=2[O:2][CH3:1])=[CH:42][CH:41]=1. (5) Given the reactants I[C:2]1[N:6]2[CH:7]=[CH:8][CH:9]=[C:10]([O:11][CH3:12])[C:5]2=[N:4][C:3]=1[CH:13]([CH3:15])[CH3:14].[F:16][C:17]1[CH:18]=[CH:19][C:20]2=[C:21]([CH:37]=1)[O:22][CH2:23][C:24]1[CH:34]=[C:33]([CH:35]=[O:36])[CH:32]=[CH:31][C:25]=1/[C:26]/2=[C:27](/[CH3:30])\[C:28]#[N:29], predict the reaction product. The product is: [F:16][C:17]1[CH:18]=[CH:19][C:20]2=[C:21]([CH:37]=1)[O:22][CH2:23][C:24]1[CH:34]=[C:33]([CH:35]([OH:36])[C:2]3[N:6]4[CH:7]=[CH:8][CH:9]=[C:10]([O:11][CH3:12])[C:5]4=[N:4][C:3]=3[CH:13]([CH3:15])[CH3:14])[CH:32]=[CH:31][C:25]=1/[C:26]/2=[C:27](/[CH3:30])\[C:28]#[N:29].